Predict the reactants needed to synthesize the given product. From a dataset of Full USPTO retrosynthesis dataset with 1.9M reactions from patents (1976-2016). (1) Given the product [C:11]([NH:15][C:16]([NH2:18])=[O:17])([CH3:14])([CH3:13])[CH3:12].[C:8]([OH:10])(=[O:9])[C@H:6]([C@@H:4]([C:1]([OH:3])=[O:2])[OH:5])[OH:7], predict the reactants needed to synthesize it. The reactants are: [C:1]([C@H:4]([C@@H:6]([C:8]([O-:10])=[O:9])[OH:7])[OH:5])([O-:3])=[O:2].[C:11]([NH:15][C:16]([NH2:18])=[O:17])([CH3:14])([CH3:13])[CH3:12]. (2) Given the product [NH:1]1[C:9](=[O:10])[C:8]2[N:7]=[CH:6][N:5]([CH2:11][CH:12]([OH:13])[CH2:14][OH:15])[C:4]=2[N:3]=[CH:2]1, predict the reactants needed to synthesize it. The reactants are: [NH:1]1[C:9](=[O:10])[C:8]2[NH:7][CH:6]=[N:5][C:4]=2[N:3]=[CH:2]1.[CH2:11]1[O:13][CH:12]1[CH2:14][OH:15].C(=O)([O-])[O-].[K+].[K+]. (3) Given the product [CH2:1]([O:3][C:4](=[O:28])[CH2:5][C:6]1[CH:7]=[C:8]([C:14]2[CH:19]=[CH:18][C:17]([C:20]([F:23])([F:21])[F:22])=[CH:16][C:15]=2[CH2:24][N:25]([CH2:26][CH3:27])[C:42]([NH:41][CH2:40][C:39]2[CH:44]=[CH:45][C:46]([Cl:47])=[C:37]([Cl:36])[CH:38]=2)=[O:43])[C:9]([O:12][CH3:13])=[CH:10][CH:11]=1)[CH3:2], predict the reactants needed to synthesize it. The reactants are: [CH2:1]([O:3][C:4](=[O:28])[CH2:5][C:6]1[CH:7]=[C:8]([C:14]2[CH:19]=[CH:18][C:17]([C:20]([F:23])([F:22])[F:21])=[CH:16][C:15]=2[CH2:24][NH:25][CH2:26][CH3:27])[C:9]([O:12][CH3:13])=[CH:10][CH:11]=1)[CH3:2].C(N(CC)CC)C.[Cl:36][C:37]1[CH:38]=[C:39]([CH:44]=[CH:45][C:46]=1[Cl:47])[CH2:40][N:41]=[C:42]=[O:43]. (4) The reactants are: [CH3:1][O:2][C:3]1[CH:11]=[CH:10][CH:9]=[C:8]2[C:4]=1[CH2:5][CH2:6][C:7]2=[O:12].Cl.[N:14](OCCC(C)C)=[O:15]. Given the product [CH3:1][O:2][C:3]1[CH:11]=[CH:10][CH:9]=[C:8]2[C:4]=1[CH2:5][C:6](=[N:14][OH:15])[C:7]2=[O:12], predict the reactants needed to synthesize it. (5) Given the product [F:1][C:2]([F:7])([F:6])[C:3]([OH:5])=[O:4].[CH2:41]([S:38]([N:35]1[CH2:34][CH2:33][CH:32]([C:23]2[C:22]3[C:26](=[C:2]([C:3]([NH2:48])=[O:5])[CH:28]=[C:20]([C:14]4[CH:15]=[CH:16][C:17]([O:18][CH3:19])=[C:12]([CH2:11][NH:46][CH:44]([CH3:45])[CH3:43])[CH:13]=4)[CH:21]=3)[NH:25][CH:24]=2)[CH2:37][CH2:36]1)(=[O:40])=[O:39])[CH3:42], predict the reactants needed to synthesize it. The reactants are: [F:1][C:2]([F:7])([F:6])[C:3]([OH:5])=[O:4].CN([CH2:11][C:12]1[CH:13]=[C:14]([C:20]2[CH:21]=[C:22]3[C:26](=C(C(N)=O)[CH:28]=2)[NH:25][CH:24]=[C:23]3[CH:32]2[CH2:37][CH2:36][N:35]([S:38]([CH2:41][CH3:42])(=[O:40])=[O:39])[CH2:34][CH2:33]2)[CH:15]=[CH:16][C:17]=1[O:18][CH3:19])C.[CH3:43][CH:44]([NH2:46])[CH3:45].C[NH:48]C. (6) Given the product [F:1][C:2]1[CH:7]=[CH:6][C:5]([CH2:8][C:9]([O:11][CH3:12])=[O:10])=[C:4]([O:13][CH2:27][C@@H:28]2[CH2:30][O:29]2)[CH:3]=1, predict the reactants needed to synthesize it. The reactants are: [F:1][C:2]1[CH:7]=[CH:6][C:5]([CH2:8][C:9]([O:11][CH3:12])=[O:10])=[C:4]([OH:13])[CH:3]=1.[N+](C1C=C(S(O[CH2:27][C@@H:28]2[CH2:30][O:29]2)(=O)=O)C=CC=1)([O-])=O. (7) Given the product [CH3:1][O:2][C:3](=[O:14])[C:4]1[CH:9]=[C:8]([C:22]2[N:18]([CH:15]([CH3:17])[CH3:16])[N:19]=[CH:20][CH:21]=2)[C:7]([CH2:11][F:12])=[CH:6][C:5]=1[NH2:13], predict the reactants needed to synthesize it. The reactants are: [CH3:1][O:2][C:3](=[O:14])[C:4]1[CH:9]=[C:8](I)[C:7]([CH2:11][F:12])=[CH:6][C:5]=1[NH2:13].[CH:15]([N:18]1[C:22]([Sn](CCCC)(CCCC)CCCC)=[CH:21][CH:20]=[N:19]1)([CH3:17])[CH3:16]. (8) Given the product [Cl:1][C:2]1[CH:3]=[CH:4][C:5]([C:30]#[N:31])=[C:6]([C:8]2[C:13]([O:14][CH3:15])=[CH:12][N:11]([CH:16]([CH2:20][CH:21]3[CH2:26][CH2:25][S:24](=[O:28])(=[O:27])[CH2:23][CH2:22]3)[C:17]([NH:32][C:33]3[CH:34]=[CH:35][C:36]([C:37]([O:39][CH2:40][CH3:41])=[O:38])=[CH:42][CH:43]=3)=[O:19])[C:10](=[O:29])[CH:9]=2)[CH:7]=1, predict the reactants needed to synthesize it. The reactants are: [Cl:1][C:2]1[CH:3]=[CH:4][C:5]([C:30]#[N:31])=[C:6]([C:8]2[C:13]([O:14][CH3:15])=[CH:12][N:11]([CH:16]([CH2:20][CH:21]3[CH2:26][CH2:25][S:24](=[O:28])(=[O:27])[CH2:23][CH2:22]3)[C:17]([OH:19])=O)[C:10](=[O:29])[CH:9]=2)[CH:7]=1.[NH2:32][C:33]1[CH:43]=[CH:42][C:36]([C:37]([O:39][CH2:40][CH3:41])=[O:38])=[CH:35][CH:34]=1.CC(C)N=C=NC(C)C.C(#N)C.O. (9) Given the product [C:1]([C:5]1[CH:6]=[C:7]([NH:20][C:21](=[O:51])[NH:22][CH2:23][C:24]2[CH:50]=[CH:49][CH:48]=[CH:47][C:25]=2[CH2:26][O:27][C:28]2[CH:33]=[C:32]([CH3:34])[N:31]([C:35]3[CH:36]=[C:37]([CH:41]=[CH:42][C:43]=3[CH3:44])[C:38]([NH:55][CH2:54][CH2:52][OH:53])=[O:39])[C:30](=[O:45])[C:29]=2[Cl:46])[N:8]([C:10]2[CH:15]=[CH:14][CH:13]=[C:12]([O:16][CH2:17][CH2:18][OH:19])[CH:11]=2)[N:9]=1)([CH3:2])([CH3:3])[CH3:4], predict the reactants needed to synthesize it. The reactants are: [C:1]([C:5]1[CH:6]=[C:7]([NH:20][C:21](=[O:51])[NH:22][CH2:23][C:24]2[CH:50]=[CH:49][CH:48]=[CH:47][C:25]=2[CH2:26][O:27][C:28]2[CH:33]=[C:32]([CH3:34])[N:31]([C:35]3[CH:36]=[C:37]([CH:41]=[CH:42][C:43]=3[CH3:44])[C:38](O)=[O:39])[C:30](=[O:45])[C:29]=2[Cl:46])[N:8]([C:10]2[CH:15]=[CH:14][CH:13]=[C:12]([O:16][CH2:17][CH2:18][OH:19])[CH:11]=2)[N:9]=1)([CH3:4])([CH3:3])[CH3:2].[CH2:52]([CH2:54][NH2:55])[OH:53]. (10) Given the product [Si:5]([O:6][C:7]1[CH:24]=[CH:23][C:22]2[C@:21]3([CH:25]=[CH2:26])[C@H:12]([C@H:13]4[C@@:17]([CH2:19][CH2:20]3)([CH3:18])[C@@H:16]([F:27])[C@H:15]([OH:28])[CH2:14]4)[CH2:11][CH2:10][C:9]=2[CH:8]=1)([C:1]([CH3:4])([CH3:3])[CH3:2])([CH3:37])[CH3:36], predict the reactants needed to synthesize it. The reactants are: [C:1]([Si:5]([CH3:37])([CH3:36])[O:6][C:7]1[CH:24]=[CH:23][C:22]2[C@:21]3([CH:25]=[CH2:26])[C@H:12]([C@H:13]4[C@@:17]([CH2:19][CH2:20]3)([CH3:18])[C@@H:16]([F:27])[C@H:15]([O:28][Si](C(C)(C)C)(C)C)[CH2:14]4)[CH2:11][CH2:10][C:9]=2[CH:8]=1)([CH3:4])([CH3:3])[CH3:2].B(F)(F)F.CCOCC.C(=O)([O-])O.[Na+].